This data is from Forward reaction prediction with 1.9M reactions from USPTO patents (1976-2016). The task is: Predict the product of the given reaction. (1) Given the reactants [Cl:1][C:2]1[CH:3]=[C:4]([NH:11][S:12]([C:15]2[CH:20]=[CH:19][C:18]([Cl:21])=[C:17]([C:22]([F:25])([F:24])[F:23])[CH:16]=2)(=[O:14])=[O:13])[C:5]([C:8](O)=[O:9])=[N:6][CH:7]=1.[F:26][C:27]1[CH:28]=[CH:29][C:30]2[O:35][CH2:34][CH2:33][NH:32][C:31]=2[CH:36]=1.C(P1(=O)OP(CCC)(=O)OP(CCC)(=O)O1)CC, predict the reaction product. The product is: [Cl:21][C:18]1[CH:19]=[CH:20][C:15]([S:12]([NH:11][C:4]2[C:5]([C:8]([N:32]3[C:31]4[CH:36]=[C:27]([F:26])[CH:28]=[CH:29][C:30]=4[O:35][CH2:34][CH2:33]3)=[O:9])=[N:6][CH:7]=[C:2]([Cl:1])[CH:3]=2)(=[O:14])=[O:13])=[CH:16][C:17]=1[C:22]([F:23])([F:25])[F:24]. (2) Given the reactants [F:1][C:2]1[N:7]=[CH:6][C:5]([NH:8]C(=O)OC(C)(C)C)=[C:4]([I:16])[CH:3]=1.FC(F)(F)C(O)=O, predict the reaction product. The product is: [F:1][C:2]1[N:7]=[CH:6][C:5]([NH2:8])=[C:4]([I:16])[CH:3]=1. (3) Given the reactants [CH3:1][O:2][C:3]1[CH:8]=[CH:7][C:6]([CH3:9])=[CH:5][C:4]=1[C:10]1([CH3:17])[NH:14][C:13](=[O:15])[NH:12][C:11]1=[O:16].Br[CH2:19][C:20]([C:22]1[CH:27]=[CH:26][CH:25]=[CH:24][CH:23]=1)=[O:21], predict the reaction product. The product is: [CH3:1][O:2][C:3]1[CH:8]=[CH:7][C:6]([CH3:9])=[CH:5][C:4]=1[C:10]1([CH3:17])[NH:14][C:13](=[O:15])[N:12]([CH2:19][C:20](=[O:21])[C:22]2[CH:27]=[CH:26][CH:25]=[CH:24][CH:23]=2)[C:11]1=[O:16]. (4) Given the reactants [O:1]1[CH:5]=[CH:4][C:3]([CH:6]=O)=[N:2]1.[CH3:8][C:9]([S:12]([NH2:14])=[O:13])([CH3:11])[CH3:10], predict the reaction product. The product is: [O:1]1[CH:5]=[CH:4][C:3](/[CH:6]=[N:14]/[S:12]([C:9]([CH3:11])([CH3:10])[CH3:8])=[O:13])=[N:2]1. (5) Given the reactants [ClH:1].C(OC([N:9]([CH2:13][C:14]1[CH:19]=[CH:18][CH:17]=[C:16]2[N:20]([C:35]3[C:36]4[C@H:43]([CH3:44])[CH2:42][C@H:41]([F:45])[C:37]=4[N:38]=[CH:39][N:40]=3)[CH2:21][C:22]3([CH2:27][CH2:26][N:25](C(OC(C)(C)C)=O)[CH2:24][CH2:23]3)[C:15]=12)[CH:10]([CH3:12])[CH3:11])=O)(C)(C)C, predict the reaction product. The product is: [ClH:1].[ClH:1].[ClH:1].[F:45][C@@H:41]1[C:37]2[N:38]=[CH:39][N:40]=[C:35]([N:20]3[C:16]4[C:15](=[C:14]([CH2:13][NH:9][CH:10]([CH3:12])[CH3:11])[CH:19]=[CH:18][CH:17]=4)[C:22]4([CH2:23][CH2:24][NH:25][CH2:26][CH2:27]4)[CH2:21]3)[C:36]=2[C@H:43]([CH3:44])[CH2:42]1. (6) The product is: [F:21][C@@H:19]1[CH2:20][N:16]([C:14](=[O:15])[CH2:13][NH:12][C:7]23[CH2:6][CH2:5][C:4]([C:1]([NH:33][C:32]4[CH:34]=[CH:35][C:29]([CH2:24][CH2:25][CH2:26][CH2:27][CH3:28])=[CH:30][CH:31]=4)=[O:2])([CH2:9][CH2:8]2)[CH2:11][CH2:10]3)[C@H:17]([C:22]#[N:23])[CH2:18]1. Given the reactants [C:1]([C:4]12[CH2:11][CH2:10][C:7]([NH:12][CH2:13][C:14]([N:16]3[CH2:20][C@@H:19]([F:21])[CH2:18][C@H:17]3[C:22]#[N:23])=[O:15])([CH2:8][CH2:9]1)[CH2:6][CH2:5]2)(O)=[O:2].[CH2:24]([C:29]1[CH:35]=[CH:34][C:32]([NH2:33])=[CH:31][CH:30]=1)[CH2:25][CH2:26][CH2:27][CH3:28], predict the reaction product. (7) The product is: [C:11]1([C:17]#[C:18][C:2]2[CH:3]=[CH:4][C:5]3[N:6]([N:8]=[N:9][CH:10]=3)[CH:7]=2)[CH:16]=[CH:15][CH:14]=[CH:13][CH:12]=1. Given the reactants Br[C:2]1[CH:3]=[CH:4][C:5]2[N:6]([N:8]=[N:9][CH:10]=2)[CH:7]=1.[C:11]1([C:17]#[CH:18])[CH:16]=[CH:15][CH:14]=[CH:13][CH:12]=1, predict the reaction product. (8) Given the reactants [F:1][C:2]1[CH:7]=[CH:6][C:5]([C:8]2[C:13]([C:14]3[NH:19][C:18](=O)[N:17]=[CH:16][CH:15]=3)=[CH:12][CH:11]=[CH:10][N:9]=2)=[CH:4][C:3]=1[CH3:21].O=P(Cl)(Cl)[Cl:24], predict the reaction product. The product is: [Cl:24][C:18]1[N:19]=[C:14]([C:13]2[C:8]([C:5]3[CH:6]=[CH:7][C:2]([F:1])=[C:3]([CH3:21])[CH:4]=3)=[N:9][CH:10]=[CH:11][CH:12]=2)[CH:15]=[CH:16][N:17]=1.